This data is from Forward reaction prediction with 1.9M reactions from USPTO patents (1976-2016). The task is: Predict the product of the given reaction. (1) Given the reactants CO[CH:3]([O:10][CH3:11])[C:4]1[CH:9]=[CH:8][CH:7]=[CH:6][CH:5]=1.[C:12]1(C)C=CC(S([O-])(=O)=O)=C[CH:13]=1.[NH+]1C=CC=C[CH:24]=1.[OH-:29].[Na+], predict the reaction product. The product is: [CH3:12][C@@H:13]1[C@@H:11]([CH3:24])[O:10][CH:3]([C:4]2[CH:9]=[CH:8][CH:7]=[CH:6][CH:5]=2)[O:29]1. (2) Given the reactants [Br:1][C:2]1[CH:3]=[C:4]([CH2:8][OH:9])[CH:5]=[N:6][CH:7]=1.[H-].[Na+].Cl[CH2:13][C:14]([N:16]([CH3:18])[CH3:17])=[O:15], predict the reaction product. The product is: [Br:1][C:2]1[CH:3]=[C:4]([CH2:8][O:9][CH2:13][C:14]([N:16]([CH3:18])[CH3:17])=[O:15])[CH:5]=[N:6][CH:7]=1. (3) The product is: [N+:1]([CH2:4][CH2:5][C:6]1[CH:18]=[CH:17][C:9]([O:10][C:11]2[CH:16]=[CH:15][CH:14]=[CH:13][N:12]=2)=[CH:8][CH:7]=1)([O-:3])=[O:2]. Given the reactants [N+:1](/[CH:4]=[CH:5]/[C:6]1[CH:18]=[CH:17][C:9]([O:10][C:11]2[CH:16]=[CH:15][CH:14]=[CH:13][N:12]=2)=[CH:8][CH:7]=1)([O-:3])=[O:2].C(O)(=O)C.[BH4-].[Na+], predict the reaction product. (4) Given the reactants [Br:1][C:2]1[CH:7]=[C:6]([N+:8]([O-])=O)[CH:5]=[C:4]([Br:11])[CH:3]=1.[OH-].[Na+].C(OCC)(=O)C, predict the reaction product. The product is: [Br:1][C:2]1[CH:7]=[C:6]([NH2:8])[CH:5]=[C:4]([Br:11])[CH:3]=1. (5) Given the reactants [Cl:1][C:2]1[CH:7]=[CH:6][CH:5]=[CH:4][C:3]=1[N:8]1[C:17](=[O:18])[C:16]2[C:11](=[N:12][C:13](S(C)=O)=[N:14][CH:15]=2)[N:10]2[CH:22]=[CH:23][N:24]=[C:9]12.[N:25]1([CH2:30][C:31]2[CH:32]=[C:33]([CH:35]=[CH:36][CH:37]=2)[NH2:34])[CH2:29][CH2:28][CH2:27][CH2:26]1, predict the reaction product. The product is: [Cl:1][C:2]1[CH:7]=[CH:6][CH:5]=[CH:4][C:3]=1[N:8]1[C:17](=[O:18])[C:16]2[CH:15]=[N:14][C:13]([NH:34][C:33]3[CH:35]=[CH:36][CH:37]=[C:31]([CH2:30][N:25]4[CH2:26][CH2:27][CH2:28][CH2:29]4)[CH:32]=3)=[N:12][C:11]=2[N:10]2[CH:22]=[CH:23][N:24]=[C:9]12.